The task is: Predict the product of the given reaction.. This data is from Forward reaction prediction with 1.9M reactions from USPTO patents (1976-2016). (1) Given the reactants Cl.[NH2:2][CH2:3][CH:4]([C:7]1[C:16]2[C:11](=[CH:12][CH:13]=[C:14]([O:17][CH3:18])[CH:15]=2)[CH:10]=[CH:9][CH:8]=1)[CH2:5][OH:6].[F:19][CH2:20][C:21](OCC)=[O:22].[OH-].[Na+].Cl, predict the reaction product. The product is: [F:19][CH2:20][C:21]([NH:2][CH2:3][CH:4]([C:7]1[C:16]2[C:11](=[CH:12][CH:13]=[C:14]([O:17][CH3:18])[CH:15]=2)[CH:10]=[CH:9][CH:8]=1)[CH2:5][OH:6])=[O:22]. (2) Given the reactants [Br:1][C:2]1[CH:7]=[CH:6][C:5]([CH:8](Cl)[CH3:9])=[CH:4][CH:3]=1.[CH3:11][S:12]([N:15]1[CH2:20][CH2:19][NH:18][CH2:17][CH2:16]1)(=[O:14])=[O:13].C(N(C(C)C)CC)(C)C, predict the reaction product. The product is: [Br:1][C:2]1[CH:7]=[CH:6][C:5]([CH:8]([N:18]2[CH2:19][CH2:20][N:15]([S:12]([CH3:11])(=[O:14])=[O:13])[CH2:16][CH2:17]2)[CH3:9])=[CH:4][CH:3]=1. (3) Given the reactants [NH2:1][C:2]1[S:3][CH:4]=[C:5]([CH2:7][N:8]([CH3:18])[C:9]([C:11]2[C:16]([CH3:17])=[N:15][CH:14]=[CH:13][N:12]=2)=[O:10])[N:6]=1.Cl[C:20]([O:22][C:23]1[CH:28]=[CH:27][CH:26]=[CH:25][CH:24]=1)=[O:21], predict the reaction product. The product is: [C:23]1([O:22][C:20](=[O:21])[NH:1][C:2]2[S:3][CH:4]=[C:5]([CH2:7][N:8]([CH3:18])[C:9]([C:11]3[C:16]([CH3:17])=[N:15][CH:14]=[CH:13][N:12]=3)=[O:10])[N:6]=2)[CH:28]=[CH:27][CH:26]=[CH:25][CH:24]=1.